This data is from Full USPTO retrosynthesis dataset with 1.9M reactions from patents (1976-2016). The task is: Predict the reactants needed to synthesize the given product. Given the product [ClH:33].[CH2:1]([S:3]([C:6]1[CH:31]=[CH:30][C:9]([O:10][CH:11]2[CH2:15][CH2:14][N:13]([CH:16]3[CH2:17][CH2:18][NH:19][CH2:20][CH2:21]3)[C:12]2=[O:29])=[C:8]([F:32])[CH:7]=1)(=[O:4])=[O:5])[CH3:2], predict the reactants needed to synthesize it. The reactants are: [CH2:1]([S:3]([C:6]1[CH:31]=[CH:30][C:9]([O:10][CH:11]2[CH2:15][CH2:14][N:13]([CH:16]3[CH2:21][CH2:20][N:19](C(OC(C)(C)C)=O)[CH2:18][CH2:17]3)[C:12]2=[O:29])=[C:8]([F:32])[CH:7]=1)(=[O:5])=[O:4])[CH3:2].[ClH:33].